Dataset: Catalyst prediction with 721,799 reactions and 888 catalyst types from USPTO. Task: Predict which catalyst facilitates the given reaction. (1) Reactant: [CH:1]1([C:6](Cl)=[O:7])[CH2:5][CH2:4][CH2:3][CH2:2]1.CCN(CC)CC.Cl.[CH3:17][NH:18][O:19][CH3:20].O. Product: [CH3:20][O:19][N:18]([CH3:17])[C:6]([CH:1]1[CH2:5][CH2:4][CH2:3][CH2:2]1)=[O:7]. The catalyst class is: 2. (2) Reactant: I[C:2]1[CH:7]=[CH:6][C:5]([S:8](=[O:16])(=[O:15])[NH:9][C:10]2[CH:14]=[CH:13][O:12][N:11]=2)=[CH:4][C:3]=1/[CH:17]=[CH:18]/[C:19]([O:21]CC)=O.CC1(C)C2C(=C(P(C3C=CC=CC=3)C3C=CC=CC=3)C=CC=2)OC2C(P(C3C=CC=CC=3)C3C=CC=CC=3)=CC=CC1=2.[CH2:66]([NH2:73])[C:67]1[CH:72]=[CH:71][CH:70]=[CH:69][CH:68]=1.C[O-].[Na+]. Product: [CH2:66]([N:73]1[C:2]2[C:3](=[CH:4][C:5]([S:8]([NH:9][C:10]3[CH:14]=[CH:13][O:12][N:11]=3)(=[O:15])=[O:16])=[CH:6][CH:7]=2)[CH:17]=[CH:18][C:19]1=[O:21])[C:67]1[CH:72]=[CH:71][CH:70]=[CH:69][CH:68]=1. The catalyst class is: 102. (3) Reactant: [C:1]([NH:4][C:5]1[CH:6]=[C:7]([NH:11][C:12]2[N:17]=[C:16]([NH:18][CH2:19][CH:20]3[CH2:24][CH2:23][N:22](C(OC(C)(C)C)=O)[CH2:21]3)[C:15]([C:32](=[O:34])N)=[CH:14][N:13]=2)[CH:8]=[CH:9][CH:10]=1)(=[O:3])[CH3:2].C(O)(C(F)(F)F)=[O:36]. Product: [C:1]([NH:4][C:5]1[CH:6]=[C:7]([NH:11][C:12]2[N:17]=[C:16]([NH:18][CH2:19][CH:20]3[CH2:24][CH2:23][NH:22][CH2:21]3)[C:15]([C:32]([OH:34])=[O:36])=[CH:14][N:13]=2)[CH:8]=[CH:9][CH:10]=1)(=[O:3])[CH3:2]. The catalyst class is: 2.